This data is from TCR-epitope binding with 47,182 pairs between 192 epitopes and 23,139 TCRs. The task is: Binary Classification. Given a T-cell receptor sequence (or CDR3 region) and an epitope sequence, predict whether binding occurs between them. (1) The epitope is PROT_97E67BCC. The TCR CDR3 sequence is CASSESHTAGYGYTF. Result: 1 (the TCR binds to the epitope). (2) The epitope is EPLPQGQLTAY. The TCR CDR3 sequence is CASSLMYEQYF. Result: 0 (the TCR does not bind to the epitope). (3) The epitope is NLSALGIFST. The TCR CDR3 sequence is CASSPGQGMAGELFF. Result: 1 (the TCR binds to the epitope). (4) The epitope is KPLEFGATSAAL. The TCR CDR3 sequence is CASSDTGGNTEAFF. Result: 1 (the TCR binds to the epitope). (5) The epitope is ARMILMTHF. The TCR CDR3 sequence is CASSLGTQTYEQYF. Result: 0 (the TCR does not bind to the epitope). (6) The epitope is TLIGDCATV. The TCR CDR3 sequence is CASSPGPGTGGLLSTEAFF. Result: 1 (the TCR binds to the epitope). (7) The epitope is KLSYGIATV. The TCR CDR3 sequence is CASSEVGEQFF. Result: 1 (the TCR binds to the epitope). (8) The epitope is TVYDPLQPELDSFK. The TCR CDR3 sequence is CASSLARLEGDQPQHF. Result: 0 (the TCR does not bind to the epitope).